From a dataset of TCR-epitope binding with 47,182 pairs between 192 epitopes and 23,139 TCRs. Binary Classification. Given a T-cell receptor sequence (or CDR3 region) and an epitope sequence, predict whether binding occurs between them. (1) The epitope is KPLEFGATSAAL. The TCR CDR3 sequence is CASSLVPGGGQPQHF. Result: 1 (the TCR binds to the epitope). (2) The epitope is YLKLTDNVYIK. The TCR CDR3 sequence is CASSAGTRNTGELFF. Result: 0 (the TCR does not bind to the epitope). (3) The epitope is LEPLVDLPI. The TCR CDR3 sequence is CASSSDRGLEAFF. Result: 0 (the TCR does not bind to the epitope).